Dataset: Reaction yield outcomes from USPTO patents with 853,638 reactions. Task: Predict the reaction yield, written as a fraction of the theoretical maximum amount of product (1.0 means a 100% yield; for example, 0.34 means a 34% yield). (1) The reactants are [CH3:1][N:2]1[CH:6]=[CH:5][C:4]([C:7](=[CH2:18])[C:8]([O:10]CC2C=CC=CC=2)=[O:9])=[N:3]1. The catalyst is [Pd].CO. The product is [CH3:1][N:2]1[CH:6]=[CH:5][C:4]([CH:7]([CH3:18])[C:8]([OH:10])=[O:9])=[N:3]1. The yield is 0.760. (2) The reactants are OC(C(F)(F)F)=O.[CH:8]([N:11]1[C:15]([C:16]2[S:17][C:18]3[CH2:19][CH2:20][O:21][C:22]4[CH:29]=[C:28]([CH:30]5[CH2:35][CH2:34][NH:33][CH2:32][CH2:31]5)[CH:27]=[CH:26][C:23]=4[C:24]=3[N:25]=2)=[N:14][CH:13]=[N:12]1)([CH3:10])[CH3:9].C(N(CC)CC)C.[CH3:43][N:44]([CH3:50])[S:45]([CH:48]=[CH2:49])(=[O:47])=[O:46]. No catalyst specified. The product is [CH3:43][N:44]([CH3:50])[S:45]([CH2:48][CH2:49][N:33]1[CH2:34][CH2:35][CH:30]([C:28]2[CH:27]=[CH:26][C:23]3[C:24]4[N:25]=[C:16]([C:15]5[N:11]([CH:8]([CH3:10])[CH3:9])[N:12]=[CH:13][N:14]=5)[S:17][C:18]=4[CH2:19][CH2:20][O:21][C:22]=3[CH:29]=2)[CH2:31][CH2:32]1)(=[O:47])=[O:46]. The yield is 0.740.